This data is from Catalyst prediction with 721,799 reactions and 888 catalyst types from USPTO. The task is: Predict which catalyst facilitates the given reaction. (1) Reactant: [CH2:1]([O:3][C:4](=[O:21])[C:5]([C:8]1[CH2:9][CH2:10][N:11](CC2C=CC=CC=2)[CH2:12][CH:13]=1)([CH3:7])[CH3:6])[CH3:2]. Product: [CH2:1]([O:3][C:4](=[O:21])[C:5]([CH3:7])([CH:8]1[CH2:13][CH2:12][NH:11][CH2:10][CH2:9]1)[CH3:6])[CH3:2]. The catalyst class is: 29. (2) Reactant: [O:1]=[C:2]([CH3:16])[CH2:3][CH2:4][N:5]1[C:13](=[O:14])[C:12]2[C:7](=[CH:8][CH:9]=[CH:10][CH:11]=2)[C:6]1=[O:15].[Br:17]Br.S(=O)(=O)(O)O. Product: [Br:17][CH2:16][C:2](=[O:1])[CH2:3][CH2:4][N:5]1[C:13](=[O:14])[C:12]2[C:7](=[CH:8][CH:9]=[CH:10][CH:11]=2)[C:6]1=[O:15]. The catalyst class is: 5.